From a dataset of Full USPTO retrosynthesis dataset with 1.9M reactions from patents (1976-2016). Predict the reactants needed to synthesize the given product. (1) Given the product [CH3:36][O:37][C:38]1[CH:39]=[C:40]([N:46]2[CH2:47][CH2:48][N:49]([C:52]([C:54]3[N:58]([C:59]4[CH:64]=[CH:63][CH:62]=[CH:61][CH:60]=4)[N:57]=[C:56]([CH:65]([OH:66])[C:1]4[CH:6]=[CH:5][CH:4]=[CH:3][CH:2]=4)[CH:55]=3)=[O:53])[CH2:50][CH2:51]2)[CH:41]=[C:42]([O:44][CH3:45])[CH:43]=1, predict the reactants needed to synthesize it. The reactants are: [C:1]1([Mg]Br)[CH:6]=[CH:5][CH:4]=[CH:3][CH:2]=1.COC1C=C(/C=C/C(/O)=C/C(/C=C/C2C=CC(O)=C(OC)C=2)=O)C=CC=1O.[CH3:36][O:37][C:38]1[CH:39]=[C:40]([N:46]2[CH2:51][CH2:50][N:49]([C:52]([C:54]3[N:58]([C:59]4[CH:64]=[CH:63][CH:62]=[CH:61][CH:60]=4)[N:57]=[C:56]([CH:65]=[O:66])[CH:55]=3)=[O:53])[CH2:48][CH2:47]2)[CH:41]=[C:42]([O:44][CH3:45])[CH:43]=1. (2) Given the product [C:32]([C:36]1[N:37]=[C:38]([NH:41][C:42]([C:44]2[CH:72]=[CH:71][N:47]3[C:48](=[O:70])[C:49](/[CH:61]=[CH:62]/[C:63]([O:65][C:66]([CH3:69])([CH3:68])[CH3:67])=[O:64])=[C:50]([N:52]4[CH2:57][CH2:56][CH2:55][C@H:54]([OH:58])[CH2:53]4)[N:51]=[C:46]3[CH:45]=2)=[O:43])[S:39][CH:40]=1)([CH3:35])([CH3:33])[CH3:34], predict the reactants needed to synthesize it. The reactants are: OC1N=C2C=C(OCC3SC=C(C(C)C)N=3)C=CN2C(=O)C=1/C=C/C(OC(C)(C)C)=O.[C:32]([C:36]1[N:37]=[C:38]([NH:41][C:42]([C:44]2[CH:72]=[CH:71][N:47]3[C:48](=[O:70])[C:49](/[CH:61]=[CH:62]/[C:63]([O:65][C:66]([CH3:69])([CH3:68])[CH3:67])=[O:64])=[C:50]([N:52]4[CH2:57][CH2:56][CH2:55][C@H:54]([O:58]C=O)[CH2:53]4)[N:51]=[C:46]3[CH:45]=2)=[O:43])[S:39][CH:40]=1)([CH3:35])([CH3:34])[CH3:33].